From a dataset of Forward reaction prediction with 1.9M reactions from USPTO patents (1976-2016). Predict the product of the given reaction. (1) Given the reactants [F:1][C:2]1[CH:3]=[C:4]([C@H:9]2[N:14]([CH2:15][C:16]([O:18][CH3:19])=[O:17])[C:13](=[O:20])[C:12]3([CH2:26][O:25][CH2:24][CH2:23][O:22][CH2:21]3)[N:11](C(OC(C)(C)C)=O)[CH2:10]2)[CH:5]=[C:6]([F:8])[CH:7]=1.[ClH:34], predict the reaction product. The product is: [ClH:34].[F:8][C:6]1[CH:5]=[C:4]([C@H:9]2[N:14]([CH2:15][C:16]([O:18][CH3:19])=[O:17])[C:13](=[O:20])[C:12]3([CH2:21][O:22][CH2:23][CH2:24][O:25][CH2:26]3)[NH:11][CH2:10]2)[CH:3]=[C:2]([F:1])[CH:7]=1. (2) Given the reactants [CH3:1][C:2]1([C:13]([O:15][CH3:16])=[O:14])[CH2:5][N:4](C(OC(C)(C)C)=O)[CH2:3]1.[ClH:17], predict the reaction product. The product is: [ClH:17].[CH3:1][C:2]1([C:13]([O:15][CH3:16])=[O:14])[CH2:5][NH:4][CH2:3]1. (3) The product is: [CH2:29]([C@@H:25]([CH2:24][C:23]([O:22][C:18]([CH3:21])([CH3:20])[CH3:19])=[O:32])[C:26]([O:1][CH2:2][C@H:3]([NH:10][C:11](=[O:17])[C@@H:12]([CH3:16])[CH2:13][CH:14]=[CH2:15])[C:4]1[CH:9]=[CH:8][CH:7]=[CH:6][CH:5]=1)=[O:27])[CH:30]=[CH2:31]. Given the reactants [OH:1][CH2:2][C@H:3]([NH:10][C:11](=[O:17])[C@@H:12]([CH3:16])[CH2:13][CH:14]=[CH2:15])[C:4]1[CH:9]=[CH:8][CH:7]=[CH:6][CH:5]=1.[C:18]([O:22][C:23](=[O:32])[CH2:24][C@H:25]([CH2:29][CH:30]=[CH2:31])[C:26](O)=[O:27])([CH3:21])([CH3:20])[CH3:19], predict the reaction product. (4) Given the reactants [F:1][C:2]1[CH:7]=[C:6]([N:8]2[CH:12]=[CH:11][CH:10]=[N:9]2)[C:5]([F:13])=[CH:4][C:3]=1[OH:14].[Cl:15]N1C(=O)CCC1=O, predict the reaction product. The product is: [Cl:15][C:11]1[CH:10]=[N:9][N:8]([C:6]2[C:5]([F:13])=[CH:4][C:3]([OH:14])=[C:2]([F:1])[CH:7]=2)[CH:12]=1. (5) Given the reactants [NH2:1][CH2:2][CH2:3][N:4]1[C:21](=[N:22][C:23]2[C:28](C)=[CH:27][C:26](C)=[CH:25][C:24]=2[CH3:31])[CH:20]=[C:7]2[C:8]3[C:13]([CH2:14][CH2:15][N:6]2[C:5]1=[O:32])=[CH:12][C:11]([O:16][CH3:17])=[C:10]([O:18][CH3:19])[CH:9]=3.O.NN, predict the reaction product. The product is: [NH2:1][CH2:2][CH2:3][N:4]1[C:21](=[N:22][C:23]2[CH:28]=[CH:27][CH:26]=[CH:25][C:24]=2[CH3:31])[CH:20]=[C:7]2[C:8]3[C:13]([CH2:14][CH2:15][N:6]2[C:5]1=[O:32])=[CH:12][C:11]([O:16][CH3:17])=[C:10]([O:18][CH3:19])[CH:9]=3. (6) Given the reactants [N:1]1[CH:6]=[CH:5][CH:4]=[CH:3][C:2]=1[N:7]1[C:11]2[CH:12]=[CH:13][CH:14]=[CH:15][C:10]=2N=N1.[OH-].[Na+], predict the reaction product. The product is: [N:1]1[C:2]2[NH:7][C:11]3[C:10]([C:3]=2[CH:4]=[CH:5][CH:6]=1)=[CH:15][CH:14]=[CH:13][CH:12]=3. (7) Given the reactants [C:1]([O-:4])([O-])=O.[K+].[K+].Br[CH2:8][C:9]1[CH:14]=[CH:13][C:12]([N+:15]([O-:17])=[O:16])=[CH:11][C:10]=1[F:18].C[O:20][CH:21](O)[CH3:22], predict the reaction product. The product is: [F:18][C:10]1[CH:11]=[C:12]([N+:15]([O-:17])=[O:16])[CH:13]=[CH:14][C:9]=1[CH2:8][O:20][CH2:21][CH2:22][O:4][CH3:1]. (8) Given the reactants CO[C:3]([C:5]1[CH:14]=[CH:13][C:12]2[CH2:11][CH2:10][CH:9]([NH2:15])[CH2:8][C:7]=2[CH:6]=1)=[O:4].[CH3:16][O:17][C:18]1[CH:19]=[C:20]([S:26](Cl)(=[O:28])=[O:27])[CH:21]=[CH:22][C:23]=1[O:24][CH3:25].[OH:30][NH2:31].[OH-].[K+], predict the reaction product. The product is: [OH:30][NH:31][C:3]([C:5]1[CH:14]=[CH:13][C:12]2[CH2:11][CH2:10][CH:9]([NH:15][S:26]([C:20]3[CH:21]=[CH:22][C:23]([O:24][CH3:25])=[C:18]([O:17][CH3:16])[CH:19]=3)(=[O:28])=[O:27])[CH2:8][C:7]=2[CH:6]=1)=[O:4]. (9) Given the reactants C(OC([N:8]1[CH2:13][CH2:12][CH:11]([CH2:14][N:15]([CH2:20][C:21]2[CH:26]=[CH:25][CH:24]=[C:23]([C:27]3[CH:32]=[CH:31][N:30]=[C:29](Cl)[N:28]=3)[CH:22]=2)[S:16]([CH3:19])(=[O:18])=[O:17])[CH2:10][CH2:9]1)=O)(C)(C)C.[NH2:34][CH2:35][CH2:36][C:37]1[CH:42]=[CH:41][C:40]([OH:43])=[CH:39][CH:38]=1, predict the reaction product. The product is: [OH:43][C:40]1[CH:41]=[CH:42][C:37]([CH2:36][CH2:35][NH:34][C:29]2[N:28]=[C:27]([C:23]3[CH:22]=[C:21]([CH:26]=[CH:25][CH:24]=3)[CH2:20][N:15]([CH2:14][CH:11]3[CH2:12][CH2:13][NH:8][CH2:9][CH2:10]3)[S:16]([CH3:19])(=[O:18])=[O:17])[CH:32]=[CH:31][N:30]=2)=[CH:38][CH:39]=1. (10) Given the reactants [C:1]([Si:5]([CH3:33])([CH3:32])[O:6][CH2:7][CH2:8][O:9][C:10]1[CH:11]=[CH:12][C:13]([CH2:30][OH:31])=[N:14][C:15]=1[C:16]1[CH:21]=[CH:20][C:19]([S:22]([CH3:25])(=[O:24])=[O:23])=[CH:18][C:17]=1[C:26]([F:29])([F:28])[F:27])([CH3:4])([CH3:3])[CH3:2].I(C1C=CC=CC=1C(O)=O)(=O)=O, predict the reaction product. The product is: [C:1]([Si:5]([CH3:33])([CH3:32])[O:6][CH2:7][CH2:8][O:9][C:10]1[CH:11]=[CH:12][C:13]([CH:30]=[O:31])=[N:14][C:15]=1[C:16]1[CH:21]=[CH:20][C:19]([S:22]([CH3:25])(=[O:24])=[O:23])=[CH:18][C:17]=1[C:26]([F:28])([F:27])[F:29])([CH3:4])([CH3:3])[CH3:2].